This data is from Reaction yield outcomes from USPTO patents with 853,638 reactions. The task is: Predict the reaction yield, written as a fraction of the theoretical maximum amount of product (1.0 means a 100% yield; for example, 0.34 means a 34% yield). The reactants are Cl[CH2:2][C:3]([NH:5][C:6]1[CH:11]=[CH:10][CH:9]=[C:8]([C:12]2[CH:21]=[N:20][C:19]3[C:14](=[CH:15][CH:16]=[CH:17][CH:18]=3)[N:13]=2)[CH:7]=1)=[O:4].[C-:22]#[N:23].[Na+].O. The catalyst is CCO. The product is [C:22]([CH2:2][C:3]([NH:5][C:6]1[CH:11]=[CH:10][CH:9]=[C:8]([C:12]2[CH:21]=[N:20][C:19]3[C:14](=[CH:15][CH:16]=[CH:17][CH:18]=3)[N:13]=2)[CH:7]=1)=[O:4])#[N:23]. The yield is 0.100.